Dataset: Aqueous solubility values for 9,982 compounds from the AqSolDB database. Task: Regression/Classification. Given a drug SMILES string, predict its absorption, distribution, metabolism, or excretion properties. Task type varies by dataset: regression for continuous measurements (e.g., permeability, clearance, half-life) or binary classification for categorical outcomes (e.g., BBB penetration, CYP inhibition). For this dataset (solubility_aqsoldb), we predict Y. The molecule is Cc1ccc2ccccc2c1[N+](=O)[O-]. The Y is -4.27 log mol/L.